Dataset: Reaction yield outcomes from USPTO patents with 853,638 reactions. Task: Predict the reaction yield, written as a fraction of the theoretical maximum amount of product (1.0 means a 100% yield; for example, 0.34 means a 34% yield). (1) The reactants are [CH3:1][NH:2][CH2:3][C:4]1[CH:9]=[CH:8][CH:7]=[CH:6][CH:5]=1.ClC(Cl)(O[C:14](=[O:20])OC(Cl)(Cl)Cl)Cl.[C:22]1([C:28]2[C:32]3[CH2:33][NH:34][CH2:35][CH2:36][C:31]=3[NH:30][N:29]=2)[CH:27]=[CH:26][CH:25]=[CH:24][CH:23]=1.O. The catalyst is C(Cl)Cl. The product is [CH2:3]([N:2]([CH3:1])[C:14]([N:34]1[CH2:35][CH2:36][C:31]2[NH:30][N:29]=[C:28]([C:22]3[CH:23]=[CH:24][CH:25]=[CH:26][CH:27]=3)[C:32]=2[CH2:33]1)=[O:20])[C:4]1[CH:9]=[CH:8][CH:7]=[CH:6][CH:5]=1. The yield is 0.160. (2) The reactants are [Br:1][C:2]1[CH:3]=[C:4]2[C:9](=[CH:10][CH:11]=1)[NH:8][C@@H:7]([CH2:12][CH2:13][CH3:14])[CH2:6][C@H:5]2[NH:15][CH:16]=[O:17].[C:18](Cl)(=[O:20])[CH3:19].N1C=CC=CC=1. The catalyst is C(Cl)Cl. The product is [C:18]([N:8]1[C:9]2[C:4](=[CH:3][C:2]([Br:1])=[CH:11][CH:10]=2)[C@H:5]([NH:15][CH:16]=[O:17])[CH2:6][C@@H:7]1[CH2:12][CH2:13][CH3:14])(=[O:20])[CH3:19]. The yield is 0.680. (3) The yield is 0.860. No catalyst specified. The reactants are [CH3:1][O:2][C:3]1[CH:4]=[C:5]([CH:8]=[C:9]([O:11][CH3:12])[CH:10]=1)[CH:6]=[O:7].Br[C:14]1[CH:19]=[C:18]([O:20][CH3:21])[CH:17]=[C:16]([O:22][CH3:23])[CH:15]=1.C([Li])CCC.O1C2C=CC(C(C3C=C(OC)C=C(OC)C=3)O)=CC=2OCC1. The product is [CH3:12][O:11][C:9]1[CH:8]=[C:5]([CH:6]([C:14]2[CH:19]=[C:18]([O:20][CH3:21])[CH:17]=[C:16]([O:22][CH3:23])[CH:15]=2)[OH:7])[CH:4]=[C:3]([O:2][CH3:1])[CH:10]=1. (4) The reactants are [OH:1][C@H:2]([CH2:18][N:19]1[CH2:23][CH2:22][CH2:21][CH2:20]1)[CH2:3][O:4][C:5]1[CH:14]=[C:13]2[C:8]([C:9](=[O:15])[NH:10][CH:11]=[N:12]2)=[CH:7][C:6]=1[O:16][CH3:17].[C:24](OC(=O)C)(=[O:26])[CH3:25].O. No catalyst specified. The product is [C:24]([O:1][C@H:2]([CH2:18][N:19]1[CH2:23][CH2:22][CH2:21][CH2:20]1)[CH2:3][O:4][C:5]1[CH:14]=[C:13]2[C:8]([C:9](=[O:15])[NH:10][CH:11]=[N:12]2)=[CH:7][C:6]=1[O:16][CH3:17])(=[O:26])[CH3:25]. The yield is 0.650. (5) The reactants are [CH2:1]([O:3][C:4](=[O:26])[CH2:5][N:6]1[C:14]2[CH2:13][CH2:12][CH2:11][CH:10]([NH:15][S:16]([C:19]3[CH:24]=[CH:23][CH:22]=[C:21]([NH2:25])[CH:20]=3)(=[O:18])=[O:17])[C:9]=2[CH:8]=[N:7]1)[CH3:2].[C:27]1([S:33](Cl)(=[O:35])=[O:34])[CH:32]=[CH:31][CH:30]=[CH:29][CH:28]=1. No catalyst specified. The product is [CH2:1]([O:3][C:4](=[O:26])[CH2:5][N:6]1[C:14]2[CH2:13][CH2:12][CH2:11][CH:10]([NH:15][S:16]([C:19]3[CH:24]=[CH:23][CH:22]=[C:21]([NH:25][S:33]([C:27]4[CH:32]=[CH:31][CH:30]=[CH:29][CH:28]=4)(=[O:35])=[O:34])[CH:20]=3)(=[O:18])=[O:17])[C:9]=2[CH:8]=[N:7]1)[CH3:2]. The yield is 0.700. (6) The reactants are [Cl:1][C:2]1[CH:3]=[C:4]([C:9]2[CH:21]=[CH:20][C:12]([C:13]([NH:15][S:16]([CH3:19])(=[O:18])=[O:17])=[O:14])=[CH:11][C:10]=2[O:22][CH:23]2[CH2:26][O:25][CH2:24]2)[CH:5]=[N:6][C:7]=1F.C([O-])([O-])=O.[Cs+].[Cs+].[Cl:33][C:34]1[CH:35]=[C:36]([OH:41])[CH:37]=[CH:38][C:39]=1[CH3:40]. The catalyst is CS(C)=O. The product is [Cl:1][C:2]1[CH:3]=[C:4]([C:9]2[CH:21]=[CH:20][C:12]([C:13]([NH:15][S:16]([CH3:19])(=[O:18])=[O:17])=[O:14])=[CH:11][C:10]=2[O:22][CH:23]2[CH2:26][O:25][CH2:24]2)[CH:5]=[N:6][C:7]=1[O:41][C:36]1[CH:37]=[CH:38][C:39]([CH3:40])=[C:34]([Cl:33])[CH:35]=1. The yield is 0.470. (7) The reactants are [NH2:1][C:2]1[CH:7]=[CH:6][C:5]([Cl:8])=[CH:4][N:3]=1.[CH3:9][O:10][C:11](=[O:17])[CH2:12][C:13](=O)[CH2:14]Cl. The catalyst is C1(C)C=CC=CC=1. The product is [CH3:9][O:10][C:11](=[O:17])[CH2:12][C:13]1[N:1]=[C:2]2[CH:7]=[CH:6][C:5]([Cl:8])=[CH:4][N:3]2[CH:14]=1. The yield is 0.310. (8) The reactants are Cl[CH2:2][CH2:3][O:4][C:5]1[C:13]2[C:8](=[N:9][CH:10]=[N:11][C:12]=2[NH:14][C:15]2[CH:20]=[CH:19][C:18]([O:21][CH2:22][C:23]3[CH:28]=[CH:27][CH:26]=[CH:25][N:24]=3)=[C:17]([Cl:29])[CH:16]=2)[NH:7][N:6]=1.[CH2:30]([CH2:32][NH2:33])[OH:31]. No catalyst specified. The product is [Cl:29][C:17]1[CH:16]=[C:15]([NH:14][C:12]2[N:11]=[CH:10][N:9]=[C:8]3[NH:7][N:6]=[C:5]([O:4][CH2:3][CH2:2][NH:33][CH2:32][CH2:30][OH:31])[C:13]=23)[CH:20]=[CH:19][C:18]=1[O:21][CH2:22][C:23]1[CH:28]=[CH:27][CH:26]=[CH:25][N:24]=1. The yield is 0.280. (9) The catalyst is [I-].[Na+]. The yield is 0.970. The reactants are [C:1]1([CH2:7][C:8]([O:10][CH3:11])=[O:9])[CH:6]=[CH:5][CH:4]=[CH:3][CH:2]=1.[CH2:12](Br)[CH:13]=[CH2:14].[H-].[Na+].C(O)(=O)C.O1C[CH2:25][CH2:24][CH2:23]1. The product is [CH2:12]([C:7]([C:1]1[CH:6]=[CH:5][CH:4]=[CH:3][CH:2]=1)([CH2:25][CH:24]=[CH2:23])[C:8]([O:10][CH3:11])=[O:9])[CH:13]=[CH2:14]. (10) The reactants are FC(F)(F)C(O)=O.[CH3:8][O:9][C:10](=[O:27])[C:11]1[CH:16]=[CH:15][C:14]([CH2:17][CH2:18][C:19]([O:21]C(C)(C)C)=[O:20])=[C:13]([CH3:26])[CH:12]=1. The catalyst is ClCCl. The product is [CH3:8][O:9][C:10](=[O:27])[C:11]1[CH:16]=[CH:15][C:14]([CH2:17][CH2:18][C:19]([OH:21])=[O:20])=[C:13]([CH3:26])[CH:12]=1. The yield is 0.710.